Dataset: Catalyst prediction with 721,799 reactions and 888 catalyst types from USPTO. Task: Predict which catalyst facilitates the given reaction. (1) Reactant: [OH-].[K+].[CH:3](=O)[C:4]1[CH:9]=[CH:8][CH:7]=[CH:6][CH:5]=1.[Br:11][C:12]1[CH:13]=[C:14]([CH2:18][C:19]#[N:20])[CH:15]=[CH:16][CH:17]=1.[BH4-].[Na+]. Product: [Br:11][C:12]1[CH:13]=[C:14]([CH:18]([CH2:3][C:4]2[CH:9]=[CH:8][CH:7]=[CH:6][CH:5]=2)[C:19]#[N:20])[CH:15]=[CH:16][CH:17]=1. The catalyst class is: 40. (2) Reactant: [CH3:1][C:2]1([CH3:17])[C:13]2[C:14]3[N:5]([C:6](=[O:16])[C:7](=[O:15])[NH:8][C:9]=3[CH:10]=[CH:11][CH:12]=2)[CH2:4][CH2:3]1.C(=O)([O-])[O-].[Cs+].[Cs+].[CH2:24](Br)[CH:25]=[CH:26][CH3:27].O. The catalyst class is: 3. Product: [CH2:24]([N:8]1[C:9]2[CH:10]=[CH:11][CH:12]=[C:13]3[C:2]([CH3:17])([CH3:1])[CH2:3][CH2:4][N:5]([C:14]=23)[C:6](=[O:16])[C:7]1=[O:15])/[CH:25]=[CH:26]/[CH3:27]. (3) Reactant: [CH2:1]([N:8]1[CH2:13][CH:12]([CH3:14])[CH:11]([OH:15])[CH:10]([CH3:16])[CH2:9]1)[C:2]1[CH:7]=[CH:6][CH:5]=[CH:4][CH:3]=1.[C:17](OC(=O)C)(=[O:19])[CH3:18]. Product: [C:17]([O:15][CH:11]1[CH:12]([CH3:14])[CH2:13][N:8]([CH2:1][C:2]2[CH:3]=[CH:4][CH:5]=[CH:6][CH:7]=2)[CH2:9][CH:10]1[CH3:16])(=[O:19])[CH3:18]. The catalyst class is: 377. (4) Reactant: [CH3:1][C:2]1[C:10]([S:11]([CH3:13])=[O:12])=[C:9]([C:14]([F:17])([F:16])[F:15])[CH:8]=[CH:7][C:3]=1[C:4]([OH:6])=O.[OH:18][C:19]1[N:20]([CH3:24])[N:21]=[CH:22][CH:23]=1.N1C=CC=CC=1.S(Cl)(Cl)=O. Product: [OH:18][C:19]1[N:20]([CH3:24])[N:21]=[CH:22][C:23]=1[C:4]([C:3]1[CH:7]=[CH:8][C:9]([C:14]([F:17])([F:16])[F:15])=[C:10]([S:11]([CH3:13])=[O:12])[C:2]=1[CH3:1])=[O:6]. The catalyst class is: 84.